Dataset: Full USPTO retrosynthesis dataset with 1.9M reactions from patents (1976-2016). Task: Predict the reactants needed to synthesize the given product. (1) Given the product [Si:12]([O:11][CH2:10][CH2:9][C:8]1[C@@H:7]([CH2:6][O:5][Si:4]([C:2]([CH3:36])([CH3:3])[CH3:1])([CH3:35])[CH3:34])[N:20]([C:21]([O:22][C:23]([CH3:25])([CH3:24])[CH3:26])=[O:27])[CH2:28][C:29](=[O:33])[CH:30]=1)([C:13]([CH3:15])([CH3:16])[CH3:14])([CH3:18])[CH3:17], predict the reactants needed to synthesize it. The reactants are: [CH3:1][C:2]([CH3:36])([Si:4]([CH3:35])([CH3:34])[O:5][CH2:6][C@@H:7]([N:20]([CH2:28][C:29](=[O:33])/[CH:30]=C/C)[C:21](=[O:27])[O:22][C:23]([CH3:26])([CH3:25])[CH3:24])[C:8](=C)[CH2:9][CH2:10][O:11][Si:12]([CH3:18])([CH3:17])[C:13]([CH3:16])([CH3:15])[CH3:14])[CH3:3]. (2) Given the product [CH:29]1([C@@H:27]([NH:26][C:25]([C:24]2[C:23]3[CH:22]=[C:21]4[O:36][CH2:37][CH2:38][O:39][C:20]4=[CH:19][C:18]=3[N:17]=[C:16]([C:40]3[CH:45]=[CH:44][CH:43]=[CH:42][CH:41]=3)[C:15]=2[CH2:14][N:11]2[CH2:12][CH2:13][NH:8][CH2:9][CH2:10]2)=[O:35])[CH3:28])[CH2:34][CH2:33][CH2:32][CH2:31][CH2:30]1, predict the reactants needed to synthesize it. The reactants are: C(OC([N:8]1[CH2:13][CH2:12][N:11]([CH2:14][C:15]2[C:16]([C:40]3[CH:45]=[CH:44][CH:43]=[CH:42][CH:41]=3)=[N:17][C:18]3[CH:19]=[C:20]4[O:39][CH2:38][CH2:37][O:36][C:21]4=[CH:22][C:23]=3[C:24]=2[C:25](=[O:35])[NH:26][C@H:27]([CH:29]2[CH2:34][CH2:33][CH2:32][CH2:31][CH2:30]2)[CH3:28])[CH2:10][CH2:9]1)=O)(C)(C)C.C(O)(C(F)(F)F)=O. (3) Given the product [Br:1][C:2]1[C:3]([C:17]2[CH:16]=[C:15]([NH:14][C:10](=[O:13])[CH:11]=[CH2:12])[CH:20]=[CH:19][CH:18]=2)=[N:4][C:5]([Cl:8])=[N:6][CH:7]=1, predict the reactants needed to synthesize it. The reactants are: [Br:1][C:2]1[C:3](Cl)=[N:4][C:5]([Cl:8])=[N:6][CH:7]=1.[C:10]([NH:14][C:15]1[CH:16]=[C:17](B(O)O)[CH:18]=[CH:19][CH:20]=1)(=[O:13])[CH:11]=[CH2:12].C1(P(C2C=CC=CC=2)C2C=CC=CC=2)C=CC=CC=1.C(=O)([O-])[O-].[K+].[K+]. (4) Given the product [F:13][C:14]([F:24])([F:25])[C:15]1[CH:23]=[CH:22][C:18]([CH2:19][O:20][NH:21][C:2]2[N:12]=[CH:11][CH:10]=[CH:9][C:3]=2[C:4]([O:6][CH2:7][CH3:8])=[O:5])=[CH:17][CH:16]=1, predict the reactants needed to synthesize it. The reactants are: Cl[C:2]1[N:12]=[CH:11][CH:10]=[CH:9][C:3]=1[C:4]([O:6][CH2:7][CH3:8])=[O:5].[F:13][C:14]([F:25])([F:24])[C:15]1[CH:23]=[CH:22][C:18]([CH2:19][O:20][NH2:21])=[CH:17][CH:16]=1. (5) Given the product [C:8]1([S:7]([C:1]2[CH:2]=[CH:3][CH:4]=[CH:5][CH:6]=2)(=[O:21])=[O:35])[CH:9]=[CH:10][CH:11]=[CH:12][CH:13]=1, predict the reactants needed to synthesize it. The reactants are: [C:1]1([S:7][C:8]2[CH:13]=[CH:12][CH:11]=[CH:10][CH:9]=2)[CH:6]=[CH:5][CH:4]=[CH:3][CH:2]=1.ClN1C(=[O:21])N(Cl)C(=O)N(Cl)C1=O.Cl[O-].[Na+].S([O-])([O-])=O.[Na+].[Na+].[OH2:35]. (6) Given the product [O:36]=[C:35]1[CH2:34][O:1][C:2]2[C:19](=[CH:18][C:5]3[CH2:6][CH2:7][N:8]([C:11]([O:13][C:14]([CH3:17])([CH3:16])[CH3:15])=[O:12])[CH2:9][CH2:10][C:4]=3[CH:3]=2)[N:20]1[CH:21]1[CH2:26][CH2:25][O:24][CH2:23][CH2:22]1, predict the reactants needed to synthesize it. The reactants are: [OH:1][C:2]1[C:19]([NH:20][CH:21]2[CH2:26][CH2:25][O:24][CH2:23][CH2:22]2)=[CH:18][C:5]2[CH2:6][CH2:7][N:8]([C:11]([O:13][C:14]([CH3:17])([CH3:16])[CH3:15])=[O:12])[CH2:9][CH2:10][C:4]=2[CH:3]=1.C(=O)([O-])[O-].[K+].[K+].Br[CH2:34][C:35](OC)=[O:36].O. (7) Given the product [C:17]([NH:2][C@@H:3]1[CH2:7][C@H:6]([CH2:8][OH:9])[CH:5]=[CH:4]1)(=[O:19])[CH3:18], predict the reactants needed to synthesize it. The reactants are: Cl.[NH2:2][C@@H:3]1[CH2:7][C@H:6]([CH2:8][OH:9])[CH:5]=[CH:4]1.C(N(CC)CC)C.[C:17](OC(=O)C)(=[O:19])[CH3:18]. (8) Given the product [CH:39]([NH:36][C:37](=[O:38])[NH:1][CH2:2][C:3]1[CH:15]=[C:14]2[C:6]([C:7]3[C:8]([C:19]4[CH:24]=[CH:23][CH:22]=[C:21]([N:25]5[CH2:33][C:32]6[C:27](=[CH:28][CH:29]=[CH:30][CH:31]=6)[C:26]5=[O:34])[C:20]=4[CH3:35])=[CH:9][CH:10]=[C:11]([C:16]([NH2:18])=[O:17])[C:12]=3[NH:13]2)=[CH:5][CH:4]=1)([CH3:41])[CH3:40], predict the reactants needed to synthesize it. The reactants are: [NH2:1][CH2:2][C:3]1[CH:15]=[C:14]2[C:6]([C:7]3[C:8]([C:19]4[CH:24]=[CH:23][CH:22]=[C:21]([N:25]5[CH2:33][C:32]6[C:27](=[CH:28][CH:29]=[CH:30][CH:31]=6)[C:26]5=[O:34])[C:20]=4[CH3:35])=[CH:9][CH:10]=[C:11]([C:16]([NH2:18])=[O:17])[C:12]=3[NH:13]2)=[CH:5][CH:4]=1.[N:36]([CH:39]([CH3:41])[CH3:40])=[C:37]=[O:38].